This data is from Reaction yield outcomes from USPTO patents with 853,638 reactions. The task is: Predict the reaction yield, written as a fraction of the theoretical maximum amount of product (1.0 means a 100% yield; for example, 0.34 means a 34% yield). The reactants are [Br:1]N1C(=O)CCC1=O.[CH:9]1([N:12]2[CH:16]=[CH:15][C:14]([C:17]3[CH:22]=[CH:21][C:20]([F:23])=[CH:19][CH:18]=3)=[N:13]2)[CH2:11][CH2:10]1.O. The catalyst is ClCCl. The product is [Br:1][C:15]1[C:14]([C:17]2[CH:22]=[CH:21][C:20]([F:23])=[CH:19][CH:18]=2)=[N:13][N:12]([CH:9]2[CH2:11][CH2:10]2)[CH:16]=1. The yield is 0.730.